Dataset: Human liver microsome stability data. Task: Regression/Classification. Given a drug SMILES string, predict its absorption, distribution, metabolism, or excretion properties. Task type varies by dataset: regression for continuous measurements (e.g., permeability, clearance, half-life) or binary classification for categorical outcomes (e.g., BBB penetration, CYP inhibition). Dataset: hlm. (1) The drug is CN(C)CCNC(=O)C1CCC2(CC1)OOC1(CCCCC1)OO2. The result is 0 (unstable in human liver microsomes). (2) The compound is CCc1nc(N)nc(N)c1-c1ccc2c(c1)N(CCNS(C)(=O)=O)C(=O)C(C)(c1cc(F)cc(F)c1)O2. The result is 0 (unstable in human liver microsomes). (3) The result is 0 (unstable in human liver microsomes). The drug is COc1ccc2c(c1)C[C@H](C(=O)Nc1ccc(-c3cn[nH]c3)cc1OC1CCN(C)CC1)NC2. (4) The compound is Cc1ccc(-c2cccc(-c3c(C)cnc4c(C(F)(F)F)cccc34)c2)cc1S(C)(=O)=O. The result is 0 (unstable in human liver microsomes). (5) The drug is CCCCc1ccc(-c2nc(C)c(-c3ccnc(N)n3)s2)cc1. The result is 0 (unstable in human liver microsomes). (6) The compound is COc1ccc(-c2nc(-c3ccc(S(C)(=O)=O)cc3)cnc2N)cn1. The result is 0 (unstable in human liver microsomes). (7) The molecule is C=CC(=O)NCc1coc(-c2c(N)ncnc2Nc2ccc(Cl)c(Cl)c2F)n1. The result is 0 (unstable in human liver microsomes).